Dataset: Forward reaction prediction with 1.9M reactions from USPTO patents (1976-2016). Task: Predict the product of the given reaction. (1) Given the reactants [C:1]([C:5]1[CH:10]=[CH:9][C:8]([N:11]2[C:15]([OH:16])=[CH:14][C:13]([CH3:17])=[N:12]2)=[CH:7][CH:6]=1)([CH3:4])([CH3:3])[CH3:2].P(Cl)(Cl)(Cl)=O.CN(C)[CH:25]=[O:26], predict the reaction product. The product is: [C:1]([C:5]1[CH:6]=[CH:7][C:8]([N:11]2[C:15]([OH:16])=[C:14]([CH:25]=[O:26])[C:13]([CH3:17])=[N:12]2)=[CH:9][CH:10]=1)([CH3:4])([CH3:3])[CH3:2]. (2) Given the reactants [Cl:1]N1C(=O)CCC1=O.[Cl:9][C:10]1[CH:18]=[CH:17][CH:16]=[C:15]([Cl:19])[C:11]=1[CH:12]=[N:13][OH:14], predict the reaction product. The product is: [Cl:1][O:14][N:13]=[CH:12][C:11]1[C:10]([Cl:9])=[CH:18][CH:17]=[CH:16][C:15]=1[Cl:19]. (3) Given the reactants [Cl:1][C:2]1[CH:7]=[C:6]([Cl:8])[CH:5]=[CH:4][C:3]=1[C:9]1[N:10]([C:20]2[CH:25]=[CH:24][C:23]([O:26][CH2:27][CH2:28][C:29]([F:32])([F:31])[F:30])=[CH:22][CH:21]=2)[C:11]([CH3:19])=[C:12]([C:14]([O:16]CC)=[O:15])[N:13]=1.[OH-].[K+], predict the reaction product. The product is: [Cl:1][C:2]1[CH:7]=[C:6]([Cl:8])[CH:5]=[CH:4][C:3]=1[C:9]1[N:10]([C:20]2[CH:21]=[CH:22][C:23]([O:26][CH2:27][CH2:28][C:29]([F:31])([F:32])[F:30])=[CH:24][CH:25]=2)[C:11]([CH3:19])=[C:12]([C:14]([OH:16])=[O:15])[N:13]=1. (4) Given the reactants C([O:4][CH2:5][CH2:6][O:7][CH2:8][CH2:9][N:10]1[CH2:15][CH2:14][N:13]([C:16]2[C:22]3[CH:23]=[CH:24][CH:25]=[CH:26][C:21]=3[S:20][C:19]3[CH:27]=[CH:28][CH:29]=[CH:30][C:18]=3[N:17]=2)[CH2:12][CH2:11]1)(=O)C.[OH-].[Na+], predict the reaction product. The product is: [CH:24]1[CH:25]=[CH:26][C:21]2[S:20][C:19]3[CH:27]=[CH:28][CH:29]=[CH:30][C:18]=3[N:17]=[C:16]([N:13]3[CH2:14][CH2:15][N:10]([CH2:9][CH2:8][O:7][CH2:6][CH2:5][OH:4])[CH2:11][CH2:12]3)[C:22]=2[CH:23]=1. (5) Given the reactants [Li+].[OH-].C[O:4][C:5](=[O:47])[CH:6]([CH:33]1[CH2:38][CH2:37][CH:36]([NH:39][C:40]([O:42][C:43]([CH3:46])([CH3:45])[CH3:44])=[O:41])[CH2:35][CH2:34]1)[NH:7][C:8]([C:10]1[C:19]([NH:20][C:21]([NH:23][C:24]2[C:29]([CH3:30])=[CH:28][C:27]([CH3:31])=[CH:26][C:25]=2[CH3:32])=[O:22])=[CH:18][C:17]2[C:12](=[CH:13][CH:14]=[CH:15][CH:16]=2)[CH:11]=1)=[O:9].C(OCC)(=O)C.Cl, predict the reaction product. The product is: [CH3:46][C:43]([O:42][C:40]([NH:39][CH:36]1[CH2:37][CH2:38][CH:33]([CH:6]([NH:7][C:8]([C:10]2[C:19]([NH:20][C:21]([NH:23][C:24]3[C:25]([CH3:32])=[CH:26][C:27]([CH3:31])=[CH:28][C:29]=3[CH3:30])=[O:22])=[CH:18][C:17]3[C:12](=[CH:13][CH:14]=[CH:15][CH:16]=3)[CH:11]=2)=[O:9])[C:5]([OH:47])=[O:4])[CH2:34][CH2:35]1)=[O:41])([CH3:44])[CH3:45].